This data is from Forward reaction prediction with 1.9M reactions from USPTO patents (1976-2016). The task is: Predict the product of the given reaction. (1) Given the reactants Br[C:2]1[CH:11]=[C:10]2[C:5]([N:6]=[CH:7][C:8]([C:12]3[CH:13]=[N:14][N:15]([CH3:17])[CH:16]=3)=[N:9]2)=[CH:4][CH:3]=1.CC1(C)C(C)(C)OB([C:26]2[CH:27]=[C:28]([NH:32][S:33]([C:36]3[CH:41]=[CH:40][CH:39]=[CH:38][CH:37]=3)(=[O:35])=[O:34])[CH:29]=[N:30][CH:31]=2)O1.C(=O)([O-])[O-].[K+].[K+], predict the reaction product. The product is: [CH3:17][N:15]1[CH:16]=[C:12]([C:8]2[CH:7]=[N:6][C:5]3[C:10]([N:9]=2)=[CH:11][C:2]([C:26]2[CH:27]=[C:28]([NH:32][S:33]([C:36]4[CH:37]=[CH:38][CH:39]=[CH:40][CH:41]=4)(=[O:34])=[O:35])[CH:29]=[N:30][CH:31]=2)=[CH:3][CH:4]=3)[CH:13]=[N:14]1. (2) The product is: [C:16]([O:15][C:13](=[O:14])[NH:12][CH2:11][CH2:10][C:7]1[CH:6]=[CH:5][C:4]([N+:1]([O-:3])=[O:2])=[CH:9][CH:8]=1)([CH3:19])([CH3:18])[CH3:17]. Given the reactants [N+:1]([C:4]1[CH:9]=[CH:8][C:7]([CH2:10][CH2:11][NH2:12])=[CH:6][CH:5]=1)([O-:3])=[O:2].[C:13](O[C:13]([O:15][C:16]([CH3:19])([CH3:18])[CH3:17])=[O:14])([O:15][C:16]([CH3:19])([CH3:18])[CH3:17])=[O:14], predict the reaction product. (3) The product is: [Cl:1][C:2]1[N:7]=[C:6]([NH:8][C:9]2[CH:14]=[CH:13][CH:12]=[CH:11][C:10]=2[NH:15][C:29]([CH:26]2[CH2:28][CH2:27]2)=[O:30])[C:5]([Cl:16])=[CH:4][N:3]=1. Given the reactants [Cl:1][C:2]1[N:7]=[C:6]([NH:8][C:9]2[C:10]([NH2:15])=[CH:11][CH:12]=[CH:13][CH:14]=2)[C:5]([Cl:16])=[CH:4][N:3]=1.C(N(C(C)C)CC)(C)C.[CH:26]1([C:29](Cl)=[O:30])[CH2:28][CH2:27]1, predict the reaction product.